This data is from Catalyst prediction with 721,799 reactions and 888 catalyst types from USPTO. The task is: Predict which catalyst facilitates the given reaction. Reactant: C[Si](C)(C)[O-].[K+].[F:7][CH2:8][O:9][C:10]1[N:11]=[CH:12][C:13]([C:16]([O:18]C)=[O:17])=[N:14][CH:15]=1.O.CCOC(C)=O. Product: [F:7][CH2:8][O:9][C:10]1[N:11]=[CH:12][C:13]([C:16]([OH:18])=[O:17])=[N:14][CH:15]=1. The catalyst class is: 1.